Dataset: Reaction yield outcomes from USPTO patents with 853,638 reactions. Task: Predict the reaction yield, written as a fraction of the theoretical maximum amount of product (1.0 means a 100% yield; for example, 0.34 means a 34% yield). (1) The catalyst is C1COCC1. The yield is 0.960. The reactants are [CH3:1][O:2][C:3]1[CH:4]=[C:5]([C:11]([C:13]2[CH:18]=[CH:17][C:16]([O:19][CH3:20])=[CH:15][CH:14]=2)=O)[CH:6]=[CH:7][C:8]=1[O:9][CH3:10].C(OP([CH2:29][C:30]#[N:31])(=O)OCC)C.C[Si]([N-][Si](C)(C)C)(C)C.[Li+].COC1C=C(C(C2C=CC=C(OC)C=2)=CC#N)C=C(OC)C=1. The product is [CH3:1][O:2][C:3]1[CH:4]=[C:5]([C:11]([C:13]2[CH:18]=[CH:17][C:16]([O:19][CH3:20])=[CH:15][CH:14]=2)=[CH:29][C:30]#[N:31])[CH:6]=[CH:7][C:8]=1[O:9][CH3:10]. (2) The reactants are C[O:2][C:3](=[O:46])[C:4]1[CH:9]=[CH:8][C:7]([CH2:10][O:11][C:12]2[CH:17]=[CH:16][C:15]([CH2:18][C@H:19]([NH:33][C:34]([CH:36]3[CH2:41][CH2:40][CH:39]([C:42]([CH3:45])([CH3:44])[CH3:43])[CH2:38][CH2:37]3)=[O:35])[C:20]3[NH:21][CH:22]=[C:23]([C:25]4[CH:30]=[CH:29][C:28]([Cl:31])=[CH:27][C:26]=4[Cl:32])[N:24]=3)=[CH:14][CH:13]=2)=[CH:6][CH:5]=1.[CH2:47](Br)[C:48]1[CH:53]=[CH:52][CH:51]=[CH:50][CH:49]=1. No catalyst specified. The product is [CH2:47]([N:21]1[CH:22]=[C:23]([C:25]2[CH:30]=[CH:29][C:28]([Cl:31])=[CH:27][C:26]=2[Cl:32])[N:24]=[C:20]1[C@@H:19]([NH:33][C:34]([CH:36]1[CH2:37][CH2:38][CH:39]([C:42]([CH3:43])([CH3:44])[CH3:45])[CH2:40][CH2:41]1)=[O:35])[CH2:18][C:15]1[CH:14]=[CH:13][C:12]([O:11][CH2:10][C:7]2[CH:8]=[CH:9][C:4]([C:3]([OH:2])=[O:46])=[CH:5][CH:6]=2)=[CH:17][CH:16]=1)[C:48]1[CH:53]=[CH:52][CH:51]=[CH:50][CH:49]=1. The yield is 0.650.